From a dataset of NCI-60 drug combinations with 297,098 pairs across 59 cell lines. Regression. Given two drug SMILES strings and cell line genomic features, predict the synergy score measuring deviation from expected non-interaction effect. (1) Drug 1: C1=CC(=CC=C1CCCC(=O)O)N(CCCl)CCCl. Drug 2: C1=NC2=C(N1)C(=S)N=C(N2)N. Cell line: UO-31. Synergy scores: CSS=26.1, Synergy_ZIP=-8.41, Synergy_Bliss=-9.54, Synergy_Loewe=-5.76, Synergy_HSA=-3.98. (2) Drug 1: CC1=C2C(C(=O)C3(C(CC4C(C3C(C(C2(C)C)(CC1OC(=O)C(C(C5=CC=CC=C5)NC(=O)OC(C)(C)C)O)O)OC(=O)C6=CC=CC=C6)(CO4)OC(=O)C)OC)C)OC. Drug 2: CN1CCC(CC1)COC2=C(C=C3C(=C2)N=CN=C3NC4=C(C=C(C=C4)Br)F)OC. Cell line: NCIH23. Synergy scores: CSS=62.1, Synergy_ZIP=16.6, Synergy_Bliss=15.5, Synergy_Loewe=-10.3, Synergy_HSA=16.5. (3) Drug 1: CC1=C(N=C(N=C1N)C(CC(=O)N)NCC(C(=O)N)N)C(=O)NC(C(C2=CN=CN2)OC3C(C(C(C(O3)CO)O)O)OC4C(C(C(C(O4)CO)O)OC(=O)N)O)C(=O)NC(C)C(C(C)C(=O)NC(C(C)O)C(=O)NCCC5=NC(=CS5)C6=NC(=CS6)C(=O)NCCC[S+](C)C)O. Drug 2: C1CC(=O)NC(=O)C1N2C(=O)C3=CC=CC=C3C2=O. Cell line: SF-295. Synergy scores: CSS=48.5, Synergy_ZIP=3.98, Synergy_Bliss=5.46, Synergy_Loewe=-24.9, Synergy_HSA=4.33. (4) Drug 1: CN(C)C1=NC(=NC(=N1)N(C)C)N(C)C. Drug 2: C1=NC2=C(N1)C(=S)N=CN2. Cell line: NCIH23. Synergy scores: CSS=2.60, Synergy_ZIP=-8.14, Synergy_Bliss=-7.46, Synergy_Loewe=-27.1, Synergy_HSA=-8.15. (5) Drug 1: CCC1(CC2CC(C3=C(CCN(C2)C1)C4=CC=CC=C4N3)(C5=C(C=C6C(=C5)C78CCN9C7C(C=CC9)(C(C(C8N6C)(C(=O)OC)O)OC(=O)C)CC)OC)C(=O)OC)O.OS(=O)(=O)O. Drug 2: CN(CCCl)CCCl.Cl. Cell line: CAKI-1. Synergy scores: CSS=26.1, Synergy_ZIP=0.161, Synergy_Bliss=6.03, Synergy_Loewe=6.80, Synergy_HSA=5.77. (6) Drug 2: CN1C(=O)N2C=NC(=C2N=N1)C(=O)N. Synergy scores: CSS=30.3, Synergy_ZIP=2.29, Synergy_Bliss=5.56, Synergy_Loewe=-32.1, Synergy_HSA=1.53. Cell line: COLO 205. Drug 1: CC1C(C(CC(O1)OC2CC(CC3=C2C(=C4C(=C3O)C(=O)C5=C(C4=O)C(=CC=C5)OC)O)(C(=O)C)O)N)O.Cl.